This data is from Full USPTO retrosynthesis dataset with 1.9M reactions from patents (1976-2016). The task is: Predict the reactants needed to synthesize the given product. (1) Given the product [F:1][C:2]1[CH:7]=[C:6]([F:8])[CH:5]=[C:4]([N+:9]([O-:11])=[O:10])[C:3]=1[NH:12][CH2:13][CH3:14], predict the reactants needed to synthesize it. The reactants are: [F:1][C:2]1[CH:7]=[C:6]([F:8])[CH:5]=[C:4]([N+:9]([O-:11])=[O:10])[C:3]=1[NH:12][C:13](=O)[CH3:14].[H-].[H-].[H-].[H-].[Li+].[Al+3]. (2) Given the product [Cl:29][C:14]1[CH:13]=[CH:12][C:11]([CH:2]2[CH2:3][CH2:4][CH2:5][O:1]2)=[CH:10][CH:15]=1, predict the reactants needed to synthesize it. The reactants are: [O:1]1[CH2:5][CH2:4][CH2:3][CH:2]1S(N)=O.Cl.[CH:10]1[CH:11]=[CH:12][C:13]2N(O)N=N[C:14]=2[CH:15]=1.C(N(CC)CC)C.C(Cl)C[Cl:29].